Dataset: Catalyst prediction with 721,799 reactions and 888 catalyst types from USPTO. Task: Predict which catalyst facilitates the given reaction. (1) Reactant: [NH2:1][C:2]1[N:7]=[CH:6][C:5]([O:8][C:9]2[CH:10]=[CH:11][C:12]([Cl:25])=[C:13]([NH:15][C:16]([C:18]3[N:22]([CH3:23])[N:21]=[C:20]([CH3:24])[CH:19]=3)=[O:17])[CH:14]=2)=[CH:4][CH:3]=1.[C:26]1([CH3:36])[CH:31]=[CH:30][C:29]([S:32](Cl)(=[O:34])=[O:33])=[CH:28][CH:27]=1. Product: [Cl:25][C:12]1[CH:11]=[CH:10][C:9]([O:8][C:5]2[CH:6]=[N:7][C:2]([NH:1][S:32]([C:29]3[CH:30]=[CH:31][C:26]([CH3:36])=[CH:27][CH:28]=3)(=[O:34])=[O:33])=[CH:3][CH:4]=2)=[CH:14][C:13]=1[NH:15][C:16]([C:18]1[N:22]([CH3:23])[N:21]=[C:20]([CH3:24])[CH:19]=1)=[O:17]. The catalyst class is: 17. (2) Reactant: [NH2:1][C:2]1[CH:10]=[C:9]([C:11]2[CH:12]=[C:13]([NH:18][S:19]([CH3:22])(=[O:21])=[O:20])[C:14]([Cl:17])=[N:15][CH:16]=2)[CH:8]=[C:7]2[C:3]=1[CH:4]=[N:5][N:6]2[CH3:23].N1C=CC=CC=1.[CH3:30][C:31]1[S:32][CH:33]=[C:34]([C:36](Cl)=[O:37])[N:35]=1.C(=O)(O)[O-].[Na+]. Product: [Cl:17][C:14]1[N:15]=[CH:16][C:11]([C:9]2[CH:8]=[C:7]3[C:3]([CH:4]=[N:5][N:6]3[CH3:23])=[C:2]([NH:1][C:36]([C:34]3[N:35]=[C:31]([CH3:30])[S:32][CH:33]=3)=[O:37])[CH:10]=2)=[CH:12][C:13]=1[NH:18][S:19]([CH3:22])(=[O:21])=[O:20]. The catalyst class is: 2. (3) Reactant: ON[C:3]1[CH:11]=[CH:10][C:6]([C:7]([OH:9])=O)=[CH:5][N:4]=1.[C:12]1([CH:18]([C:22]2[CH:27]=[CH:26][CH:25]=[CH:24][CH:23]=2)[CH2:19][CH2:20][NH2:21])[CH:17]=[CH:16][CH:15]=[CH:14][CH:13]=1.[OH:28]N1C2C=CC=CC=2N=N1.Cl.C(N=C=NCCCN(C)C)C.C(N(C(C)C)CC)(C)C. Product: [C:22]1([CH:18]([C:12]2[CH:13]=[CH:14][CH:15]=[CH:16][CH:17]=2)[CH2:19][CH2:20][NH:21][C:7](=[O:9])[C:6]2[CH:10]=[CH:11][C:3]([OH:28])=[N:4][CH:5]=2)[CH:23]=[CH:24][CH:25]=[CH:26][CH:27]=1. The catalyst class is: 18. (4) Reactant: [C:1](Cl)(=[O:8])[C:2]1[CH:7]=[CH:6][CH:5]=[CH:4][CH:3]=1.CCN(CC)CC.[Cl:17][C:18]1[CH:31]=[CH:30][C:21]([CH2:22][N:23]2[CH2:28][CH2:27][CH:26]([NH2:29])[CH2:25][CH2:24]2)=[CH:20][C:19]=1[O:32][CH2:33][CH3:34]. Product: [Cl:17][C:18]1[CH:31]=[CH:30][C:21]([CH2:22][N:23]2[CH2:28][CH2:27][CH:26]([NH:29][C:1](=[O:8])[C:2]3[CH:7]=[CH:6][CH:5]=[CH:4][CH:3]=3)[CH2:25][CH2:24]2)=[CH:20][C:19]=1[O:32][CH2:33][CH3:34]. The catalyst class is: 3. (5) Reactant: [OH:1][CH2:2][CH:3]1[CH2:20][C:5]2([CH2:8][CH:7]([C:9]3[C:18]4[C:13](=[CH:14][CH:15]=[CH:16][CH:17]=4)[C:12](=[O:19])[NH:11][N:10]=3)[CH2:6]2)[CH2:4]1.[Cl:21][C:22]([Cl:27])([Cl:26])C([O-])=O.[Na+].ClC(Cl)(Cl)C(O)=O. Product: [Cl:21][C:22]([Cl:27])([Cl:26])[CH:2]([CH:3]1[CH2:4][C:5]2([CH2:6][CH:7]([C:9]3[C:18]4[C:13](=[CH:14][CH:15]=[CH:16][CH:17]=4)[C:12](=[O:19])[NH:11][N:10]=3)[CH2:8]2)[CH2:20]1)[OH:1]. The catalyst class is: 3. (6) Reactant: Cl[C:2]1[N:3]=[CH:4][C:5]2[N:11]([CH2:12][CH2:13][CH3:14])[C:10](=[O:15])[C:9]([F:17])([F:16])[CH2:8][N:7]([CH:18]3[CH2:22][CH2:21][CH2:20][CH2:19]3)[C:6]=2[N:23]=1.[NH2:24][C:25]1[CH:40]=[CH:39][C:28]([C:29]([NH:31][CH:32]2[CH2:37][CH2:36][N:35]([CH3:38])[CH2:34][CH2:33]2)=[O:30])=[CH:27][CH:26]=1.O.C1(C)C=CC(S(O)(=O)=O)=CC=1. Product: [CH:18]1([N:7]2[CH2:8][C:9]([F:17])([F:16])[C:10](=[O:15])[N:11]([CH2:12][CH2:13][CH3:14])[C:5]3[CH:4]=[N:3][C:2]([NH:24][C:25]4[CH:26]=[CH:27][C:28]([C:29]([NH:31][CH:32]5[CH2:37][CH2:36][N:35]([CH3:38])[CH2:34][CH2:33]5)=[O:30])=[CH:39][CH:40]=4)=[N:23][C:6]2=3)[CH2:22][CH2:21][CH2:20][CH2:19]1. The catalyst class is: 41.